From a dataset of CYP2D6 inhibition data for predicting drug metabolism from PubChem BioAssay. Regression/Classification. Given a drug SMILES string, predict its absorption, distribution, metabolism, or excretion properties. Task type varies by dataset: regression for continuous measurements (e.g., permeability, clearance, half-life) or binary classification for categorical outcomes (e.g., BBB penetration, CYP inhibition). Dataset: cyp2d6_veith. (1) The compound is CCC[C@@H]1C[C@@]1(CCC)C(NC(=O)c1ccccc1)c1cccc(Cl)c1. The result is 1 (inhibitor). (2) The molecule is COc1ccc(/C(O)=C2/C(=O)C(=O)N(CC3CCCO3)C2c2ccc(OC)c(OC)c2)cc1. The result is 0 (non-inhibitor).